This data is from Full USPTO retrosynthesis dataset with 1.9M reactions from patents (1976-2016). The task is: Predict the reactants needed to synthesize the given product. (1) The reactants are: [C:1]([O:5][C:6]([N:8]1[CH2:16][C:15]2[C:10](=[N:11][CH:12]=[C:13]([C:17]([OH:19])=O)[CH:14]=2)[C@@H:9]1[CH2:20][CH3:21])=[O:7])([CH3:4])([CH3:3])[CH3:2].CN(C(ON1N=NC2C=CC=NC1=2)=[N+](C)C)C.F[P-](F)(F)(F)(F)F.C(N(CC)CC)C.[CH2:53]([S:55]([C:58]1[CH:63]=[CH:62][C:61]([C@@H:64]([NH2:68])[CH2:65][O:66][CH3:67])=[CH:60][CH:59]=1)(=[O:57])=[O:56])[CH3:54]. Given the product [CH2:20]([C@H:9]1[C:10]2=[N:11][CH:12]=[C:13]([C:17](=[O:19])[NH:68][C@H:64]([C:61]3[CH:62]=[CH:63][C:58]([S:55]([CH2:53][CH3:54])(=[O:57])=[O:56])=[CH:59][CH:60]=3)[CH2:65][O:66][CH3:67])[CH:14]=[C:15]2[CH2:16][N:8]1[C:6]([O:5][C:1]([CH3:3])([CH3:2])[CH3:4])=[O:7])[CH3:21], predict the reactants needed to synthesize it. (2) Given the product [CH3:17][O:10][C:9](=[O:11])[CH2:8][CH:7]1[C:5](=[O:6])[NH:4][C:2](=[O:3])[NH:1]1, predict the reactants needed to synthesize it. The reactants are: [NH:1]1[CH:7]([CH2:8][C:9]([OH:11])=[O:10])[C:5](=[O:6])[NH:4][C:2]1=[O:3].OS(O)(=O)=O.[CH3:17]O. (3) The reactants are: [CH3:1][O:2][C:3]1[C:4](=[O:27])[C:5]([CH3:26])=[C:6]([C:12]([CH3:25])([CH3:24])[CH2:13][C:14](ON2C(=O)CCC2=O)=[O:15])[C:7](=[O:11])[C:8]=1[O:9][CH3:10].[N+:28]([O-:42])([O:30][CH2:31][C@@H:32]([O:38][N+:39]([O-:41])=[O:40])[CH2:33][CH2:34][CH2:35][CH2:36][OH:37])=[O:29].C(Cl)CCl. Given the product [CH3:1][O:2][C:3]1[C:4](=[O:27])[C:5]([CH3:26])=[C:6]([C:12]([CH3:24])([CH3:25])[CH2:13][C:14]([O:37][CH2:36][CH2:35][CH2:34][CH2:33][C@H:32]([O:38][N+:39]([O-:41])=[O:40])[CH2:31][O:30][N+:28]([O-:42])=[O:29])=[O:15])[C:7](=[O:11])[C:8]=1[O:9][CH3:10], predict the reactants needed to synthesize it. (4) Given the product [Br:1][C:2]1[C:8]([F:9])=[CH:7][C:5]([NH2:6])=[C:4]([C:16]#[C:15][Si:12]([CH3:14])([CH3:13])[CH3:11])[CH:3]=1, predict the reactants needed to synthesize it. The reactants are: [Br:1][C:2]1[C:8]([F:9])=[CH:7][C:5]([NH2:6])=[C:4](I)[CH:3]=1.[CH3:11][Si:12]([C:15]#[CH:16])([CH3:14])[CH3:13]. (5) The reactants are: [C:1]([O:5][C:6](=[O:20])[N:7]([CH2:10][C:11]1[CH:16]=[CH:15][C:14]([Cl:17])=[C:13]([CH2:18][OH:19])[CH:12]=1)[CH2:8][CH3:9])([CH3:4])([CH3:3])[CH3:2]. Given the product [C:1]([O:5][C:6](=[O:20])[N:7]([CH2:10][C:11]1[CH:16]=[CH:15][C:14]([Cl:17])=[C:13]([CH:18]=[O:19])[CH:12]=1)[CH2:8][CH3:9])([CH3:2])([CH3:3])[CH3:4], predict the reactants needed to synthesize it. (6) Given the product [Br:1][C:2]1[CH:7]=[CH:6][C:5]2[NH:8][C:12]([C:11]([Cl:10])([F:16])[F:15])=[N:9][C:4]=2[CH:3]=1, predict the reactants needed to synthesize it. The reactants are: [Br:1][C:2]1[CH:7]=[CH:6][C:5]([NH2:8])=[C:4]([NH2:9])[CH:3]=1.[Cl:10][C:11]([F:16])([F:15])[C:12](O)=O. (7) Given the product [CH3:22][O:21][C:19]1[CH:20]=[C:15]([C:14](=[O:25])[CH2:26][C:27]([C:29]2[CH:30]=[CH:31][C:32]([OH:36])=[CH:33][C:34]=2[OH:35])=[O:28])[CH:16]=[C:17]([O:23][CH3:24])[CH:18]=1, predict the reactants needed to synthesize it. The reactants are: C[Si](C)(C)N[Si](C)(C)C.[Li].C(O[C:14](=[O:25])[C:15]1[CH:20]=[C:19]([O:21][CH3:22])[CH:18]=[C:17]([O:23][CH3:24])[CH:16]=1)C.[CH3:26][C:27]([C:29]1[CH:30]=[CH:31][C:32]([OH:36])=[CH:33][C:34]=1[OH:35])=[O:28]. (8) Given the product [Br:1][C:2]1[N:3]=[CH:4][C:5]2[CH:15]=[C:14]([C:16]3[CH:17]=[N:18][N:19]([CH2:21][C:22]4[CH:26]=[C:25]([CH3:27])[O:24][N:23]=4)[CH:20]=3)[N:8]([S:9]([CH3:12])(=[O:11])=[O:10])[C:6]=2[CH:7]=1, predict the reactants needed to synthesize it. The reactants are: [Br:1][C:2]1[CH:7]=[C:6]([NH:8][S:9]([CH3:12])(=[O:11])=[O:10])[C:5](I)=[CH:4][N:3]=1.[C:14]([C:16]1[CH:17]=[N:18][N:19]([CH2:21][C:22]2[CH:26]=[C:25]([CH3:27])[O:24][N:23]=2)[CH:20]=1)#[CH:15].C(N(CC)CC)C. (9) Given the product [NH2:24][C:22]1[C:23]2[C:15]([C:3]3[CH:4]=[CH:5][C:6]([O:8][C:9]4[CH:10]=[CH:11][CH:12]=[CH:13][CH:14]=4)=[CH:7][C:2]=3[F:1])=[CH:16][N:17]([CH2:25][CH:26]3[CH2:30][CH2:29][CH2:28][N:27]3[C:34]([C:33](=[CH:37][CH:38]3[CH2:40][CH2:39]3)[C:31]#[N:32])=[O:35])[C:18]=2[N:19]=[CH:20][N:21]=1, predict the reactants needed to synthesize it. The reactants are: [F:1][C:2]1[CH:7]=[C:6]([O:8][C:9]2[CH:14]=[CH:13][CH:12]=[CH:11][CH:10]=2)[CH:5]=[CH:4][C:3]=1[C:15]1[C:23]2[C:22]([NH2:24])=[N:21][CH:20]=[N:19][C:18]=2[N:17]([CH2:25][CH:26]2[CH2:30][CH2:29][CH2:28][NH:27]2)[CH:16]=1.[C:31]([C:33](=[CH:37][CH:38]1[CH2:40][CH2:39]1)[C:34](O)=[O:35])#[N:32].CCN(C(C)C)C(C)C.CN(C(ON1N=NC2C=CC=NC1=2)=[N+](C)C)C.F[P-](F)(F)(F)(F)F. (10) Given the product [Cl:30][C:27]1[CH:26]=[CH:25][C:24]([C:16]2[C:15]([C:13]3[N:12]=[CH:11][N:10]([C:7]4[CH:8]=[CH:9][C:4]([C:3]([NH:35][CH2:34][C:33]([F:37])([F:36])[F:32])=[O:2])=[CH:5][N:6]=4)[CH:14]=3)=[C:19]([C:20]([F:23])([F:21])[F:22])[O:18][N:17]=2)=[CH:29][CH:28]=1, predict the reactants needed to synthesize it. The reactants are: C[O:2][C:3](=O)[C:4]1[CH:9]=[CH:8][C:7]([N:10]2[CH:14]=[C:13]([C:15]3[C:16]([C:24]4[CH:29]=[CH:28][C:27]([Cl:30])=[CH:26][CH:25]=4)=[N:17][O:18][C:19]=3[C:20]([F:23])([F:22])[F:21])[N:12]=[CH:11]2)=[N:6][CH:5]=1.[F:32][C:33]([F:37])([F:36])[CH2:34][NH2:35].